Binary Classification. Given a miRNA mature sequence and a target amino acid sequence, predict their likelihood of interaction. From a dataset of Experimentally validated miRNA-target interactions with 360,000+ pairs, plus equal number of negative samples. The miRNA is hsa-miR-1197 with sequence UAGGACACAUGGUCUACUUCU. The protein sequence of the target gene is MAWALAVILLPRLLAAAAAAAAVTSRGDVTVVCHDLETVEVTWGSGPDHHGANLSLEFRYGTGALQPCPRYFLSGAGVTSGCILPAARAGLLELALRDGGGAMVFKARQRASAWLKPRPPWNVTLLWTPDGDVTVSWPAHSYLGLDYEVQHRESNDDEDAWQTTSGPCCDLTVGGLDPARCYDFRVRASPRAAHYGLEAQPSEWTAVTRLSGAASAASCTASPAPSPALAPPLLPLGCGLAALLTLSLLLAALRLRRVKDALLPCVPDPSGSFPGLFEKHHGNFQAWIADAQATAPPART.... Result: 0 (no interaction).